From a dataset of Catalyst prediction with 721,799 reactions and 888 catalyst types from USPTO. Predict which catalyst facilitates the given reaction. (1) Reactant: [NH2:1][C:2]1[CH:7]=[CH:6][C:5]([S:8]([NH:11][C:12]2[CH:13]=[CH:14][C:15]([NH:18][C:19](=[O:21])[CH3:20])=[N:16][CH:17]=2)(=[O:10])=[O:9])=[CH:4][CH:3]=1.[O:22]=[C:23]1[N:27]([C:28]2[CH:33]=[CH:32][CH:31]=[CH:30][CH:29]=2)[CH2:26][CH2:25][N:24]1[C:34](Cl)=[O:35].CCN(C(C)C)C(C)C.[OH-].[NH4+]. The catalyst class is: 98. Product: [C:19]([NH:18][C:15]1[N:16]=[CH:17][C:12]([NH:11][S:8]([C:5]2[CH:6]=[CH:7][C:2]([NH:1][C:34]([N:24]3[CH2:25][CH2:26][N:27]([C:28]4[CH:33]=[CH:32][CH:31]=[CH:30][CH:29]=4)[C:23]3=[O:22])=[O:35])=[CH:3][CH:4]=2)(=[O:9])=[O:10])=[CH:13][CH:14]=1)(=[O:21])[CH3:20]. (2) The catalyst class is: 3. Product: [N:24]([CH2:2][C@H:3]([OH:21])[CH2:4][C:5]1[CH:10]=[CH:9][CH:8]=[C:7](/[CH:11]=[CH:12]/[C:13]2[C:18]([Cl:19])=[CH:17][CH:16]=[CH:15][C:14]=2[Cl:20])[CH:6]=1)=[N+:25]=[N-:26]. Reactant: Cl[CH2:2][C@H:3]([OH:21])[CH2:4][C:5]1[CH:10]=[CH:9][CH:8]=[C:7](/[CH:11]=[CH:12]/[C:13]2[C:18]([Cl:19])=[CH:17][CH:16]=[CH:15][C:14]=2[Cl:20])[CH:6]=1.[Na+].[I-].[N-:24]=[N+:25]=[N-:26].[Na+]. (3) Reactant: CCN(C(C)C)C(C)C.Cl.[NH2:11][CH2:12][C:13]([N:15]1[CH2:20][CH2:19][N:18]([C:21](=[O:32])[C:22]2[CH:27]=[CH:26][CH:25]=[CH:24][C:23]=2[C:28]([F:31])([F:30])[F:29])[CH2:17][CH2:16]1)=[O:14].C1C=CC2N(O)N=NC=2C=1.CCN=C=NCCCN(C)C.[CH2:54]([O:61][C:62]1[CH:70]=[CH:69][C:65]([C:66](O)=[O:67])=[CH:64][N:63]=1)[C:55]1[CH:60]=[CH:59][CH:58]=[CH:57][CH:56]=1. Product: [CH2:54]([O:61][C:62]1[CH:70]=[CH:69][C:65]([C:66]([NH:11][CH2:12][C:13](=[O:14])[N:15]2[CH2:16][CH2:17][N:18]([C:21](=[O:32])[C:22]3[CH:27]=[CH:26][CH:25]=[CH:24][C:23]=3[C:28]([F:31])([F:29])[F:30])[CH2:19][CH2:20]2)=[O:67])=[CH:64][N:63]=1)[C:55]1[CH:56]=[CH:57][CH:58]=[CH:59][CH:60]=1. The catalyst class is: 18.